Dataset: Peptide-MHC class I binding affinity with 185,985 pairs from IEDB/IMGT. Task: Regression. Given a peptide amino acid sequence and an MHC pseudo amino acid sequence, predict their binding affinity value. This is MHC class I binding data. (1) The peptide sequence is SAYYLDIGF. The MHC is HLA-B15:42 with pseudo-sequence HLA-B15:42. The binding affinity (normalized) is 0.213. (2) The peptide sequence is THEGVVCAL. The MHC is HLA-A23:01 with pseudo-sequence HLA-A23:01. The binding affinity (normalized) is 0.0847. (3) The peptide sequence is KVMFVIRFK. The MHC is HLA-A30:01 with pseudo-sequence HLA-A30:01. The binding affinity (normalized) is 1.00.